This data is from Peptide-MHC class II binding affinity with 134,281 pairs from IEDB. The task is: Regression. Given a peptide amino acid sequence and an MHC pseudo amino acid sequence, predict their binding affinity value. This is MHC class II binding data. (1) The peptide sequence is LSKDGCTSAKGPDYK. The MHC is DRB1_0404 with pseudo-sequence DRB1_0404. The binding affinity (normalized) is 0.287. (2) The peptide sequence is YDKFLANDSTVLTGK. The MHC is DRB1_1602 with pseudo-sequence DRB1_1602. The binding affinity (normalized) is 0.571. (3) The peptide sequence is GDEQKLRSAGELELQFRRVK. The MHC is DRB1_1501 with pseudo-sequence DRB1_1501. The binding affinity (normalized) is 0.413. (4) The peptide sequence is TIDGRGAEVHIGNGG. The MHC is HLA-DPA10201-DPB11401 with pseudo-sequence HLA-DPA10201-DPB11401. The binding affinity (normalized) is 0. (5) The peptide sequence is WIELKESWGAVWRID. The MHC is DRB3_0202 with pseudo-sequence DRB3_0202. The binding affinity (normalized) is 0.421. (6) The peptide sequence is IMRIKKLTITGKGTL. The MHC is HLA-DQA10501-DQB10201 with pseudo-sequence HLA-DQA10501-DQB10201. The binding affinity (normalized) is 0.0928.